This data is from Reaction yield outcomes from USPTO patents with 853,638 reactions. The task is: Predict the reaction yield, written as a fraction of the theoretical maximum amount of product (1.0 means a 100% yield; for example, 0.34 means a 34% yield). (1) The reactants are [Cl:1][C:2]1[CH:7]=[CH:6][C:5]([C:8]2[N:12]([CH:13]([CH:27]3[CH2:32][CH2:31][CH2:30][CH2:29][CH2:28]3)[C:14]([NH:16][CH2:17][C@H:18]3CC[C@H](C(O)=O)C[CH2:19]3)=[O:15])[C:11]3[CH:33]=[CH:34][C:35]([F:37])=[CH:36][C:10]=3[N:9]=2)=[CH:4][CH:3]=1.[F:38][P-](F)(F)(F)(F)F.N1(OC(N(C)C)=[N+](C)C)C2N=CC=CC=2N=N1.C(N(C(C)C)C(C)C)C.[CH2:71]([O:73][C:74](=[O:87])[C:75]([O:78][C:79]1C=CC(N)=[C:81]([F:86])[CH:80]=1)([CH3:77])[CH3:76])[CH3:72]. The catalyst is CN(C)C=O.C(OCC)(=O)C. The product is [CH2:71]([O:73][C:74](=[O:87])[C:75]([O:78][C:79]1[CH:19]=[CH:18][C:17]([NH:16][C:14](=[O:15])[CH:13]([N:12]2[C:11]3[CH:33]=[C:34]([F:38])[C:35]([F:37])=[CH:36][C:10]=3[N:9]=[C:8]2[C:5]2[CH:4]=[CH:3][C:2]([Cl:1])=[CH:7][CH:6]=2)[CH:27]2[CH2:32][CH2:31][CH2:30][CH2:29][CH2:28]2)=[C:81]([F:86])[CH:80]=1)([CH3:77])[CH3:76])[CH3:72]. The yield is 0.400. (2) The reactants are [Br:1][C:2]1[CH:7]=[CH:6][CH:5]=[CH:4][C:3]=1I.[CH3:9][O:10][C:11]1[CH:16]=[CH:15][CH:14]=[CH:13][C:12]=1B(O)O.C([O-])([O-])=O.[Na+].[Na+]. The catalyst is COCCOC.C(O)C.C1C=CC([P]([Pd]([P](C2C=CC=CC=2)(C2C=CC=CC=2)C2C=CC=CC=2)([P](C2C=CC=CC=2)(C2C=CC=CC=2)C2C=CC=CC=2)[P](C2C=CC=CC=2)(C2C=CC=CC=2)C2C=CC=CC=2)(C2C=CC=CC=2)C2C=CC=CC=2)=CC=1. The product is [Br:1][C:2]1[CH:7]=[CH:6][CH:5]=[CH:4][C:3]=1[C:12]1[CH:13]=[CH:14][CH:15]=[CH:16][C:11]=1[O:10][CH3:9]. The yield is 0.630. (3) The reactants are C[O:2][C:3](=O)[CH2:4][C@@H:5]1[CH2:9][S:8][C:7]([C:10]2[NH:11][C:12]3[C:17]([CH:18]=2)=[CH:16][C:15]([CH2:19][S:20]([CH3:23])(=[O:22])=[O:21])=[CH:14][C:13]=3[NH:24][CH:25]2[CH2:29][CH2:28][CH2:27][CH2:26]2)=[N:6]1.O1CCCC1.[BH4-].[Li+].O. The yield is 0.430. The catalyst is O1CCCC1. The product is [CH:25]1([NH:24][C:13]2[CH:14]=[C:15]([CH2:19][S:20]([CH3:23])(=[O:21])=[O:22])[CH:16]=[C:17]3[C:12]=2[NH:11][C:10]([C:7]2[S:8][CH2:9][C@@H:5]([CH2:4][CH2:3][OH:2])[N:6]=2)=[CH:18]3)[CH2:26][CH2:27][CH2:28][CH2:29]1. (4) The reactants are [CH3:1][C:2]1[C:3]([C:8](=[O:10])[CH3:9])=[N:4][CH:5]=[CH:6][N:7]=1.[BrH:11].BrBr. No catalyst specified. The product is [BrH:11].[BrH:11].[Br:11][CH2:9][C:8]([C:3]1[C:2]([CH3:1])=[N:7][CH:6]=[CH:5][N:4]=1)=[O:10]. The yield is 0.550.